The task is: Predict which catalyst facilitates the given reaction.. This data is from Catalyst prediction with 721,799 reactions and 888 catalyst types from USPTO. (1) Reactant: [N:1]1[CH:6]=[CH:5][CH:4]=[CH:3][C:2]=1[C:7]([OH:9])=O.[CH2:10]([N:12](CC)CC)[CH3:11].ClC(OCC(C)C)=O.Cl.ClCCN. Product: [O:9]1[CH2:11][CH2:10][N:12]=[C:7]1[C:2]1[CH:3]=[CH:4][CH:5]=[CH:6][N:1]=1. The catalyst class is: 4. (2) Reactant: C(N(CC)CC)C.[OH:8][CH2:9][C@@H:10]1[O:15][CH2:14][CH2:13][N:12]([C:16]([O:18][C:19]([CH3:22])([CH3:21])[CH3:20])=[O:17])[CH2:11]1.[C:23]1([CH3:33])[CH:28]=[CH:27][C:26]([S:29](Cl)(=[O:31])=[O:30])=[CH:25][CH:24]=1. Product: [S:29]([O:8][CH2:9][C@@H:10]1[O:15][CH2:14][CH2:13][N:12]([C:16]([O:18][C:19]([CH3:22])([CH3:21])[CH3:20])=[O:17])[CH2:11]1)([C:26]1[CH:27]=[CH:28][C:23]([CH3:33])=[CH:24][CH:25]=1)(=[O:31])=[O:30]. The catalyst class is: 4. (3) Reactant: [CH3:1][C:2]([Si:5](Cl)([CH3:7])[CH3:6])([CH3:4])[CH3:3].[OH:9][CH:10]([C:14]1[CH:19]=[CH:18][CH:17]=[C:16]([N+:20]([O-:22])=[O:21])[CH:15]=1)[CH2:11][C:12]#[N:13]. Product: [Si:5]([O:9][CH:10]([C:14]1[CH:19]=[CH:18][CH:17]=[C:16]([N+:20]([O-:22])=[O:21])[CH:15]=1)[CH2:11][C:12]#[N:13])([C:2]([CH3:4])([CH3:3])[CH3:1])([CH3:7])[CH3:6]. The catalyst class is: 3. (4) Reactant: Cl.[Br:2][C:3]1[CH:4]=[C:5]([C:8]([NH:32]S(C(C)(C)C)=O)([CH2:10][C:11]([CH2:13][O:14][Si](C(C)(C)C)(C2C=CC=CC=2)C2C=CC=CC=2)=[CH2:12])[CH3:9])[S:6][CH:7]=1. Product: [NH2:32][C:8]([C:5]1[S:6][CH:7]=[C:3]([Br:2])[CH:4]=1)([CH3:9])[CH2:10][C:11](=[CH2:12])[CH2:13][OH:14]. The catalyst class is: 100. (5) Reactant: [F:1][C:2]([C:6]1[N:16]=[C:9]2[N:10]=[C:11]([CH3:15])[CH:12]=[C:13](O)[N:8]2[N:7]=1)([F:5])[CH2:3][CH3:4].P(Cl)(Cl)([Cl:19])=O.C([O-])([O-])=O.[Na+].[Na+]. Product: [Cl:19][C:13]1[N:8]2[N:7]=[C:6]([C:2]([F:5])([F:1])[CH2:3][CH3:4])[N:16]=[C:9]2[N:10]=[C:11]([CH3:15])[CH:12]=1. The catalyst class is: 6. (6) Reactant: [C:1]([C:3]([C:6]1[CH:7]=[C:8]([CH:28]=[CH:29][CH:30]=1)[C:9]([NH:11][C:12]1[CH:17]=[CH:16][CH:15]=[C:14]([O:18][C:19]2[CH:20]=[N:21][C:22]([N+:25]([O-])=O)=[CH:23][CH:24]=2)[CH:13]=1)=[O:10])([CH3:5])[CH3:4])#[N:2]. Product: [NH2:25][C:22]1[N:21]=[CH:20][C:19]([O:18][C:14]2[CH:13]=[C:12]([NH:11][C:9](=[O:10])[C:8]3[CH:28]=[CH:29][CH:30]=[C:6]([C:3]([C:1]#[N:2])([CH3:4])[CH3:5])[CH:7]=3)[CH:17]=[CH:16][CH:15]=2)=[CH:24][CH:23]=1. The catalyst class is: 129. (7) Reactant: [F:1][C:2]([F:47])([F:46])[CH2:3][CH2:4][NH:5][C:6]([C:8]1[C:35]([N:36]2[CH2:41][CH2:40][CH:39]([C:42]([F:45])([F:44])[F:43])[CH2:38][CH2:37]2)=[CH:34][C:11]2[N:12]([CH3:33])[C:13]([NH:15][C:16]3[C:21]([Cl:22])=[CH:20][CH:19]=[C:18]([CH2:23][NH:24]C(OC(C)(C)C)=O)[C:17]=3[Cl:32])=[N:14][C:10]=2[CH:9]=1)=[O:7].Cl. Product: [F:46][C:2]([F:1])([F:47])[CH2:3][CH2:4][NH:5][C:6]([C:8]1[C:35]([N:36]2[CH2:41][CH2:40][CH:39]([C:42]([F:45])([F:44])[F:43])[CH2:38][CH2:37]2)=[CH:34][C:11]2[N:12]([CH3:33])[C:13]([NH:15][C:16]3[C:21]([Cl:22])=[CH:20][CH:19]=[C:18]([CH2:23][NH2:24])[C:17]=3[Cl:32])=[N:14][C:10]=2[CH:9]=1)=[O:7]. The catalyst class is: 1.